This data is from Full USPTO retrosynthesis dataset with 1.9M reactions from patents (1976-2016). The task is: Predict the reactants needed to synthesize the given product. (1) The reactants are: [CH3:1][C:2]1[C:6]([C:7]2[CH:12]=[CH:11][CH:10]=[CH:9][CH:8]=2)=[C:5]([NH2:13])[NH:4][N:3]=1.[OH:14][C:15]1[CH:22]=[CH:21][C:18]([CH:19]=O)=[CH:17][CH:16]=1.CS(O)(=O)=O. Given the product [CH3:1][C:2]1[C:6]2[C:7]3[CH:12]=[CH:11][CH:10]=[CH:9][C:8]=3[C:19]([C:18]3[CH:21]=[CH:22][C:15]([OH:14])=[CH:16][CH:17]=3)=[N:13][C:5]=2[NH:4][N:3]=1, predict the reactants needed to synthesize it. (2) Given the product [Br:17][C:18]1[CH:31]=[CH:30][C:29]2[C:20](=[C:21]([C:13]3[C:11]4[C:2](=[CH:3][CH:4]=[CH:5][CH:6]=4)[CH:16]=[CH:15][CH:14]=3)[C:22]3[C:27]([C:28]=2[C:2]2[C:11]4[C:6](=[CH:7][CH:8]=[CH:9][CH:10]=4)[CH:5]=[CH:4][CH:3]=2)=[CH:26][CH:25]=[CH:24][CH:23]=3)[CH:19]=1, predict the reactants needed to synthesize it. The reactants are: Br[C:2]1[C:11]2[C:6](=[CH:7][CH:8]=[CH:9][CH:10]=2)[CH:5]=[CH:4][CH:3]=1.[Li][CH2:13][CH2:14][CH2:15][CH3:16].[Br:17][C:18]1[CH:31]=[CH:30][C:29]2[C:28](=O)[C:27]3[C:22](=[CH:23][CH:24]=[CH:25][CH:26]=3)[C:21](=O)[C:20]=2[CH:19]=1.Cl. (3) Given the product [CH3:27][O:26][C:24]([C:16]1[CH:17]=[C:18]([CH:22]=[CH:23][C:15]=1[NH:14][C:6](=[O:11])[C:7]([F:8])([F:9])[F:10])[C:19]([O:21][CH3:28])=[O:20])=[O:25], predict the reactants needed to synthesize it. The reactants are: [F:8][C:7]([F:10])([F:9])[C:6](O[C:6](=[O:11])[C:7]([F:10])([F:9])[F:8])=[O:11].[NH2:14][C:15]1[CH:23]=[CH:22][C:18]([C:19]([OH:21])=[O:20])=[CH:17][C:16]=1[C:24]([O:26][CH3:27])=[O:25].[CH3:28]CCCC.C(OCC)C. (4) Given the product [F:1][C:2]1[CH:3]=[C:4]([NH2:10])[C:5]([O:8][CH3:9])=[N:6][CH:7]=1, predict the reactants needed to synthesize it. The reactants are: [F:1][C:2]1[CH:3]=[C:4]([N+:10]([O-])=O)[C:5]([O:8][CH3:9])=[N:6][CH:7]=1. (5) Given the product [NH2:23][C:19]1[CH:18]=[C:17]([S:14]([NH:13][CH2:12][CH:11]([OH:26])[CH2:10][NH:9][C:3]2[C:2]([Br:1])=[CH:7][N:6]=[C:5]([Cl:8])[N:4]=2)(=[O:15])=[O:16])[CH:22]=[CH:21][CH:20]=1, predict the reactants needed to synthesize it. The reactants are: [Br:1][C:2]1[C:3]([NH:9][CH2:10][CH:11]([OH:26])[CH2:12][NH:13][S:14]([C:17]2[CH:22]=[CH:21][CH:20]=[C:19]([N+:23]([O-])=O)[CH:18]=2)(=[O:16])=[O:15])=[N:4][C:5]([Cl:8])=[N:6][CH:7]=1.[OH-].[Na+]. (6) Given the product [F:1][C:2]([F:7])([F:6])[C:3]([OH:5])=[O:4].[NH2:8][C:9]1[C:18]2[C:13](=[CH:14][C:15]([NH:19][C@H:20]([C:32]3[CH:37]=[CH:36][C:35]([O:38][CH:39]([CH3:41])[CH3:40])=[C:34]([O:42][CH2:43][CH3:44])[CH:33]=3)[C:21]([N:23]([CH2:25][C:26]3[CH:27]=[CH:28][CH:29]=[CH:30][CH:31]=3)[CH3:24])=[O:22])=[CH:16][CH:17]=2)[CH:12]=[CH:11][N:10]=1, predict the reactants needed to synthesize it. The reactants are: [F:1][C:2]([F:7])([F:6])[C:3]([OH:5])=[O:4].[NH2:8][C:9]1[C:18]2[C:13](=[CH:14][C:15]([NH:19][CH:20]([C:32]3[CH:37]=[CH:36][C:35]([O:38][CH:39]([CH3:41])[CH3:40])=[C:34]([O:42][CH2:43][CH3:44])[CH:33]=3)[C:21]([N:23]([CH2:25][C:26]3[CH:31]=[CH:30][CH:29]=[CH:28][CH:27]=3)[CH3:24])=[O:22])=[CH:16][CH:17]=2)[CH:12]=[CH:11][N:10]=1.C(O)C.CO.C(NCC)C. (7) Given the product [CH2:1]([S:3]([C:6]1[CH:7]=[C:8]([C:12]2[CH:20]=[C:19]([C:21]([NH2:22])=[O:28])[CH:18]=[C:17]3[C:13]=2[C:14]2[CH:26]=[C:25]([CH3:27])[CH:24]=[N:23][C:15]=2[NH:16]3)[CH:9]=[CH:10][CH:11]=1)(=[O:5])=[O:4])[CH3:2], predict the reactants needed to synthesize it. The reactants are: [CH2:1]([S:3]([C:6]1[CH:7]=[C:8]([C:12]2[CH:20]=[C:19]([C:21]#[N:22])[CH:18]=[C:17]3[C:13]=2[C:14]2[CH:26]=[C:25]([CH3:27])[CH:24]=[N:23][C:15]=2[NH:16]3)[CH:9]=[CH:10][CH:11]=1)(=[O:5])=[O:4])[CH3:2].[OH-:28].[K+].Cl. (8) Given the product [CH3:31][N:30]([CH3:32])[CH2:29][CH2:28][N:15]1[C:6]2[C:5]3[N:4]=[C:3]([S:2][CH3:1])[N:12]=[CH:11][C:10]=3[CH:9]=[CH:8][C:7]=2[C:13]([C:16]([O:18][CH2:19][CH3:20])=[O:17])=[N:14]1, predict the reactants needed to synthesize it. The reactants are: [CH3:1][S:2][C:3]1[N:12]=[CH:11][C:10]2[CH:9]=[CH:8][C:7]3[C:13]([C:16]([O:18][CH2:19][CH3:20])=[O:17])=[N:14][NH:15][C:6]=3[C:5]=2[N:4]=1.C(=O)([O-])[O-].[Cs+].[Cs+].Br[CH2:28][CH2:29][N:30]([CH3:32])[CH3:31].O. (9) Given the product [CH2:1]([O:3][C:4]([C@H:6]1[C@@H:11]([NH:12][C:13]([O:15][CH2:16][C:17]2[CH:18]=[CH:19][CH:20]=[CH:21][CH:22]=2)=[O:14])[CH2:10][CH2:9][N:8]([CH2:24][CH2:25][O:26][C:28]2[CH:37]=[N:36][C:35]3[C:30](=[CH:31][C:32]([O:38][CH3:39])=[CH:33][CH:34]=3)[N:29]=2)[CH2:7]1)=[O:5])[CH3:2], predict the reactants needed to synthesize it. The reactants are: [CH2:1]([O:3][C:4]([C@H:6]1[C@@H:11]([NH:12][C:13]([O:15][CH2:16][C:17]2[CH:22]=[CH:21][CH:20]=[CH:19][CH:18]=2)=[O:14])[CH2:10][CH2:9][NH:8][CH2:7]1)=[O:5])[CH3:2].Br[CH2:24][CH2:25][OH:26].Cl[C:28]1[CH:37]=[N:36][C:35]2[C:30](=[CH:31][C:32]([O:38][CH3:39])=[CH:33][CH:34]=2)[N:29]=1. (10) Given the product [N:11]1([CH:20]([NH:8][C:6](=[O:7])[C:5]2[CH:9]=[CH:10][C:2]([Br:1])=[CH:3][CH:4]=2)[C:21]([CH3:24])([CH3:23])[CH3:22])[C:15]2[CH:16]=[CH:17][CH:18]=[CH:19][C:14]=2[N:13]=[N:12]1, predict the reactants needed to synthesize it. The reactants are: [Br:1][C:2]1[CH:10]=[CH:9][C:5]([C:6]([NH2:8])=[O:7])=[CH:4][CH:3]=1.[NH:11]1[C:15]2[CH:16]=[CH:17][CH:18]=[CH:19][C:14]=2[N:13]=[N:12]1.[CH3:20][C:21]([CH:24]=O)([CH3:23])[CH3:22].CC1C=CC(S(O)(=O)=O)=CC=1.O.